This data is from NCI-60 drug combinations with 297,098 pairs across 59 cell lines. The task is: Regression. Given two drug SMILES strings and cell line genomic features, predict the synergy score measuring deviation from expected non-interaction effect. (1) Drug 1: CN(C)N=NC1=C(NC=N1)C(=O)N. Drug 2: CS(=O)(=O)CCNCC1=CC=C(O1)C2=CC3=C(C=C2)N=CN=C3NC4=CC(=C(C=C4)OCC5=CC(=CC=C5)F)Cl. Cell line: CAKI-1. Synergy scores: CSS=20.1, Synergy_ZIP=-5.95, Synergy_Bliss=-0.422, Synergy_Loewe=5.20, Synergy_HSA=5.32. (2) Drug 1: C1=C(C(=O)NC(=O)N1)N(CCCl)CCCl. Drug 2: C1C(C(OC1N2C=C(C(=O)NC2=O)F)CO)O. Cell line: SN12C. Synergy scores: CSS=50.6, Synergy_ZIP=-3.11, Synergy_Bliss=-4.16, Synergy_Loewe=-0.857, Synergy_HSA=1.15. (3) Drug 1: C1=CC(=C2C(=C1NCCNCCO)C(=O)C3=C(C=CC(=C3C2=O)O)O)NCCNCCO. Drug 2: C1=CN(C(=O)N=C1N)C2C(C(C(O2)CO)O)O.Cl. Cell line: TK-10. Synergy scores: CSS=42.2, Synergy_ZIP=-5.20, Synergy_Bliss=-4.58, Synergy_Loewe=0.223, Synergy_HSA=2.02. (4) Drug 1: C1=CC=C(C(=C1)C(C2=CC=C(C=C2)Cl)C(Cl)Cl)Cl. Drug 2: CCCCCOC(=O)NC1=NC(=O)N(C=C1F)C2C(C(C(O2)C)O)O. Cell line: U251. Synergy scores: CSS=-1.25, Synergy_ZIP=-0.201, Synergy_Bliss=-3.48, Synergy_Loewe=-1.96, Synergy_HSA=-3.97. (5) Drug 1: C1CN1C2=NC(=NC(=N2)N3CC3)N4CC4. Drug 2: C(=O)(N)NO. Cell line: SK-OV-3. Synergy scores: CSS=28.9, Synergy_ZIP=-9.71, Synergy_Bliss=-3.84, Synergy_Loewe=-34.6, Synergy_HSA=-2.63. (6) Drug 1: C1CN1C2=NC(=NC(=N2)N3CC3)N4CC4. Drug 2: CC1=C(C(=O)C2=C(C1=O)N3CC4C(C3(C2COC(=O)N)OC)N4)N. Cell line: OVCAR-4. Synergy scores: CSS=13.2, Synergy_ZIP=-5.59, Synergy_Bliss=-1.41, Synergy_Loewe=-1.05, Synergy_HSA=1.08. (7) Drug 1: COC1=CC(=CC(=C1O)OC)C2C3C(COC3=O)C(C4=CC5=C(C=C24)OCO5)OC6C(C(C7C(O6)COC(O7)C8=CC=CS8)O)O. Drug 2: C#CCC(CC1=CN=C2C(=N1)C(=NC(=N2)N)N)C3=CC=C(C=C3)C(=O)NC(CCC(=O)O)C(=O)O. Cell line: RPMI-8226. Synergy scores: CSS=57.8, Synergy_ZIP=4.34, Synergy_Bliss=8.92, Synergy_Loewe=10.9, Synergy_HSA=10.9. (8) Drug 1: CC1C(C(=O)NC(C(=O)N2CCCC2C(=O)N(CC(=O)N(C(C(=O)O1)C(C)C)C)C)C(C)C)NC(=O)C3=C4C(=C(C=C3)C)OC5=C(C(=O)C(=C(C5=N4)C(=O)NC6C(OC(=O)C(N(C(=O)CN(C(=O)C7CCCN7C(=O)C(NC6=O)C(C)C)C)C)C(C)C)C)N)C. Drug 2: CCN(CC)CCNC(=O)C1=C(NC(=C1C)C=C2C3=C(C=CC(=C3)F)NC2=O)C. Cell line: NCI-H226. Synergy scores: CSS=2.26, Synergy_ZIP=1.19, Synergy_Bliss=4.08, Synergy_Loewe=-2.73, Synergy_HSA=-2.51.